Dataset: Forward reaction prediction with 1.9M reactions from USPTO patents (1976-2016). Task: Predict the product of the given reaction. (1) Given the reactants [CH3:1][O:2][C:3](=[O:60])[C@@H:4]([N:24]([CH2:47][C:48]1[CH:53]=[CH:52][C:51]([C:54]2[CH:59]=[CH:58][CH:57]=[CH:56][CH:55]=2)=[CH:50][CH:49]=1)[C:25](=[O:46])[C@@H:26]([NH:38]C(OC(C)(C)C)=O)[CH2:27][C:28]1[CH:37]=[CH:36][C:35]2[C:30](=[CH:31][CH:32]=[CH:33][CH:34]=2)[CH:29]=1)[CH2:5][NH:6][C:7]([O:9][CH2:10][CH:11]1[C:23]2[CH:22]=[CH:21][CH:20]=[CH:19][C:18]=2[C:17]2[C:12]1=[CH:13][CH:14]=[CH:15][CH:16]=2)=[O:8].FC(F)(F)C(O)=O, predict the reaction product. The product is: [CH3:1][O:2][C:3](=[O:60])[C@@H:4]([N:24]([C:25](=[O:46])[C@@H:26]([NH2:38])[CH2:27][C:28]1[CH:37]=[CH:36][C:35]2[C:30](=[CH:31][CH:32]=[CH:33][CH:34]=2)[CH:29]=1)[CH2:47][C:48]1[CH:53]=[CH:52][C:51]([C:54]2[CH:59]=[CH:58][CH:57]=[CH:56][CH:55]=2)=[CH:50][CH:49]=1)[CH2:5][NH:6][C:7]([O:9][CH2:10][CH:11]1[C:23]2[CH:22]=[CH:21][CH:20]=[CH:19][C:18]=2[C:17]2[C:12]1=[CH:13][CH:14]=[CH:15][CH:16]=2)=[O:8]. (2) Given the reactants [CH3:1][C:2]1([CH3:19])[C:13]2[C:14]3[N:5]([C:6](=[O:18])[C:7](=[O:17])[NH:8][C:9]=3[CH:10]=[C:11]([CH3:16])[C:12]=2[CH3:15])[CH2:4][CH2:3]1.[H-].[Na+].[CH2:22](Br)[CH:23]=[CH2:24], predict the reaction product. The product is: [CH2:24]([N:8]1[C:9]2[CH:10]=[C:11]([CH3:16])[C:12]([CH3:15])=[C:13]3[C:2]([CH3:19])([CH3:1])[CH2:3][CH2:4][N:5]([C:14]=23)[C:6](=[O:18])[C:7]1=[O:17])[CH:23]=[CH2:22]. (3) Given the reactants ClC1N=C(C2SC(C(C)C)=NC=2C2C=C(NS(C3C(F)=CC=CC=3F)(=O)=O)C=CC=2)C=CN=1.[NH2:34][C:35]1[C:36]([F:57])=[C:37]([C:41]2[N:42]=[C:43]([C:53]([CH3:56])([CH3:55])[CH3:54])[S:44][C:45]=2[C:46]2[CH:51]=[CH:50][N:49]=[C:48]([NH2:52])[N:47]=2)[CH:38]=[CH:39][CH:40]=1.[O:58]1[CH:62]=[CH:61][C:60]([S:63](Cl)(=[O:65])=[O:64])=[CH:59]1, predict the reaction product. The product is: [NH2:52][C:48]1[N:47]=[C:46]([C:45]2[S:44][C:43]([C:53]([CH3:54])([CH3:56])[CH3:55])=[N:42][C:41]=2[C:37]2[C:36]([F:57])=[C:35]([NH:34][S:63]([C:60]3[CH:61]=[CH:62][O:58][CH:59]=3)(=[O:65])=[O:64])[CH:40]=[CH:39][CH:38]=2)[CH:51]=[CH:50][N:49]=1. (4) Given the reactants [O:1]([CH2:8][CH2:9][CH2:10][CH2:11][Br:12])[C:2]1[CH:7]=[CH:6][CH:5]=[CH:4][CH:3]=1.[C:13]1([P:19]([C:26]2[CH:31]=[CH:30][CH:29]=[CH:28][CH:27]=2)[C:20]2[CH:25]=[CH:24][CH:23]=[CH:22][CH:21]=2)[CH:18]=[CH:17][CH:16]=[CH:15][CH:14]=1, predict the reaction product. The product is: [Br-:12].[O:1]([CH2:8][CH2:9][CH2:10][CH2:11][P+:19]([C:20]1[CH:21]=[CH:22][CH:23]=[CH:24][CH:25]=1)([C:26]1[CH:31]=[CH:30][CH:29]=[CH:28][CH:27]=1)[C:13]1[CH:14]=[CH:15][CH:16]=[CH:17][CH:18]=1)[C:2]1[CH:7]=[CH:6][CH:5]=[CH:4][CH:3]=1. (5) Given the reactants [F:1][CH:2]1[C:7](=[O:8])[CH2:6][CH2:5][N:4](C(OC(C)(C)C)=O)[CH2:3]1.[ClH:16].O1CCOCC1, predict the reaction product. The product is: [ClH:16].[F:1][CH:2]1[C:7](=[O:8])[CH2:6][CH2:5][NH:4][CH2:3]1. (6) Given the reactants [C:1]([O-:10])(=[O:9])[CH2:2][CH2:3][CH2:4][CH2:5][CH2:6][CH2:7][CH3:8].[Na+], predict the reaction product. The product is: [C:1]([OH:10])(=[O:9])[CH2:2][CH2:3][CH2:4][CH2:5][CH2:6][CH2:7][CH3:8].